From a dataset of Forward reaction prediction with 1.9M reactions from USPTO patents (1976-2016). Predict the product of the given reaction. (1) Given the reactants [F:1][C:2]([F:37])([F:36])[C:3]1[CH:4]=[C:5]([CH:29]=[C:30]([C:32]([F:35])([F:34])[F:33])[CH:31]=1)[CH2:6][NH:7][CH2:8][C:9]1[CH:10]=[C:11]2[N:26]=[C:25]([CH3:27])[N:24]([CH3:28])[C:12]2=[N:13][C:14]=1[N:15]([CH2:20][CH:21]1[CH2:23][CH2:22]1)[CH2:16][CH:17]1[CH2:19][CH2:18]1.C(=O)(O)[O-].[Na+].[N:43]#[C:44]Br, predict the reaction product. The product is: [CH:17]1([CH2:16][N:15]([CH2:20][CH:21]2[CH2:23][CH2:22]2)[C:14]2[N:13]=[C:12]3[N:24]([CH3:28])[C:25]([CH3:27])=[N:26][C:11]3=[CH:10][C:9]=2[CH2:8][N:7]([CH2:6][C:5]2[CH:29]=[C:30]([C:32]([F:33])([F:35])[F:34])[CH:31]=[C:3]([C:2]([F:36])([F:1])[F:37])[CH:4]=2)[C:44]#[N:43])[CH2:18][CH2:19]1. (2) Given the reactants [C:1]([C:5]1[CH:11]=[CH:10][CH:9]=[CH:8][C:6]=1[NH2:7])([CH3:4])([CH3:3])[CH3:2].[O:12]1[C:16](=[O:17])[CH2:15][CH2:14][C:13]1=[O:18], predict the reaction product. The product is: [C:1]([C:5]1[CH:11]=[CH:10][CH:9]=[CH:8][C:6]=1[NH:7][C:16](=[O:17])[CH2:15][CH2:14][C:13]([OH:18])=[O:12])([CH3:4])([CH3:2])[CH3:3]. (3) Given the reactants [NH2:1][C:2]1[CH:3]=[N:4][C:5]([C:8]([O:10][CH3:11])=[O:9])=[N:6][CH:7]=1.[C:12](O[C:12]([O:14][C:15]([CH3:18])([CH3:17])[CH3:16])=[O:13])([O:14][C:15]([CH3:18])([CH3:17])[CH3:16])=[O:13], predict the reaction product. The product is: [C:15]([O:14][C:12]([NH:1][C:2]1[CH:7]=[N:6][C:5]([C:8]([O:10][CH3:11])=[O:9])=[N:4][CH:3]=1)=[O:13])([CH3:18])([CH3:17])[CH3:16]. (4) Given the reactants [CH3:1][O:2][C:3]1[CH:8]=[CH:7][CH:6]=[CH:5][C:4]=1[N:9]1[C:13]([NH2:14])=[CH:12][C:11]([CH3:15])=[N:10]1.[CH3:16][O:17][C:18](=[O:28])[C:19]1[CH:24]=[C:23]([O:25][CH3:26])[CH:22]=[CH:21][C:20]=1Br.P([O-])([O-])([O-])=O.[K+].[K+].[K+], predict the reaction product. The product is: [CH3:16][O:17][C:18](=[O:28])[C:19]1[CH:24]=[C:23]([O:25][CH3:26])[CH:22]=[CH:21][C:20]=1[NH:14][C:13]1[N:9]([C:4]2[CH:5]=[CH:6][CH:7]=[CH:8][C:3]=2[O:2][CH3:1])[N:10]=[C:11]([CH3:15])[CH:12]=1. (5) Given the reactants Br[C:2]1[CH:11]=[CH:10][C:9]2[N:8]=[CH:7][C:6]3[N:12]([CH3:23])[C:13](=[O:22])[N:14]([C:15]4[C:16]([CH3:21])=[N:17][N:18]([CH3:20])[CH:19]=4)[C:5]=3[C:4]=2[CH:3]=1.[CH3:24][C:25]1[C:30]([NH:31][S:32]([CH3:35])(=[O:34])=[O:33])=[CH:29][C:28](B2OC(C)(C)C(C)(C)O2)=[CH:27][N:26]=1, predict the reaction product. The product is: [CH3:20][N:18]1[CH:19]=[C:15]([N:14]2[C:5]3[C:4]4[CH:3]=[C:2]([C:28]5[CH:29]=[C:30]([NH:31][S:32]([CH3:35])(=[O:33])=[O:34])[C:25]([CH3:24])=[N:26][CH:27]=5)[CH:11]=[CH:10][C:9]=4[N:8]=[CH:7][C:6]=3[N:12]([CH3:23])[C:13]2=[O:22])[C:16]([CH3:21])=[N:17]1. (6) Given the reactants Br[C:2]1[CH:7]=[C:6]([C:8]([CH3:11])([CH3:10])[CH3:9])[CH:5]=[C:4]([C:12]([CH3:15])([CH3:14])[CH3:13])[CH:3]=1.C([Li])(C)(C)C.[Br-].[Mg+2].[Br-].Br[C:25]1[CH2:26][C:27]2[C:32]([CH:33]=1)=[CH:31][CH:30]=[CH:29][CH:28]=2, predict the reaction product. The product is: [C:12]([C:4]1[CH:3]=[C:2]([C:25]2[CH2:33][C:32]3[C:27]([CH:26]=2)=[CH:28][CH:29]=[CH:30][CH:31]=3)[CH:7]=[C:6]([C:8]([CH3:11])([CH3:10])[CH3:9])[CH:5]=1)([CH3:15])([CH3:14])[CH3:13].